Dataset: Catalyst prediction with 721,799 reactions and 888 catalyst types from USPTO. Task: Predict which catalyst facilitates the given reaction. (1) Reactant: [C:1]([O:9][C:10]1[CH:15]=[CH:14][C:13]([OH:16])=[CH:12][CH:11]=1)(=[O:8])[C:2]1[CH:7]=[CH:6][CH:5]=[CH:4][CH:3]=1.[N+:17]([O-])([OH:19])=[O:18]. Product: [C:1]([O:9][C:10]1[CH:11]=[CH:12][C:13]([OH:16])=[C:14]([N+:17]([O-:19])=[O:18])[CH:15]=1)(=[O:8])[C:2]1[CH:3]=[CH:4][CH:5]=[CH:6][CH:7]=1. The catalyst class is: 15. (2) Reactant: [CH:1]1([N:4]([C:12]2[N:17]3[N:18]=[CH:19][C:20]([CH:21]=[O:22])=[C:16]3[N:15]=[C:14]([C:23]3[CH:28]=[CH:27][CH:26]=[C:25]([OH:29])[CH:24]=3)[CH:13]=2)C(=O)OC(C)(C)C)[CH2:3][CH2:2]1.C(O)(C(F)(F)F)=O. Product: [CH:1]1([NH:4][C:12]2[N:17]3[N:18]=[CH:19][C:20]([CH:21]=[O:22])=[C:16]3[N:15]=[C:14]([C:23]3[CH:28]=[CH:27][CH:26]=[C:25]([OH:29])[CH:24]=3)[CH:13]=2)[CH2:3][CH2:2]1. The catalyst class is: 2. (3) Reactant: [F:1][C:2]([F:35])([CH2:27][O:28][C:29]1[CH:34]=[CH:33][CH:32]=[CH:31][CH:30]=1)[CH2:3][CH2:4][C@H:5]1[C@H:9]([O:10][CH:11]2[CH2:16][CH2:15][CH2:14][CH2:13][O:12]2)[CH2:8][C@H:7]([OH:17])[C@@H:6]1[CH2:18]/[CH:19]=[CH:20]\[CH2:21][CH2:22][CH2:23][C:24]([OH:26])=[O:25].C1C=C[NH+]=CC=1.[O-][Cr](Cl)(=O)=O. Product: [F:35][C:2]([F:1])([CH2:27][O:28][C:29]1[CH:30]=[CH:31][CH:32]=[CH:33][CH:34]=1)[CH2:3][CH2:4][C@H:5]1[C@H:9]([O:10][CH:11]2[CH2:16][CH2:15][CH2:14][CH2:13][O:12]2)[CH2:8][C:7](=[O:17])[C@@H:6]1[CH2:18]/[CH:19]=[CH:20]\[CH2:21][CH2:22][CH2:23][C:24]([OH:26])=[O:25]. The catalyst class is: 2. (4) Reactant: [CH3:1][C:2]1[CH:3]=[CH:4][C:5]([C:21]([NH:23][C:24]2[CH:25]=[C:26]([C:36]([F:39])([F:38])[F:37])[CH:27]=[C:28]([N:30]3[CH:34]=[N:33][C:32]([CH3:35])=[CH:31]3)[CH:29]=2)=[O:22])=[CH:6][C:7]=1[NH:8][C:9]1[N:10]=[CH:11][CH:12]=[C:13]([C:15]2[CH:16]=[CH:17][CH:18]=[N:19][CH:20]=2)[N:14]=1.[BrH:40]. Product: [CH3:1][C:2]1[CH:3]=[CH:4][C:5]([C:21]([NH:23][C:24]2[CH:25]=[C:26]([C:36]([F:38])([F:39])[F:37])[CH:27]=[C:28]([N:30]3[CH:34]=[N:33][C:32]([CH3:35])=[CH:31]3)[CH:29]=2)=[O:22])=[CH:6][C:7]=1[NH:8][C:9]1[N:10]=[CH:11][CH:12]=[C:13]([C:15]2[CH:16]=[CH:17][CH:18]=[N:19][CH:20]=2)[N:14]=1.[BrH:40]. The catalyst class is: 237. (5) Reactant: [F:1][C:2]1[C:11]2[CH2:12][CH:13]([CH2:14][N:15]3[CH2:20][CH2:19][CH:18]([NH:21]C(=O)OC(C)(C)C)[CH2:17][CH2:16]3)[N:9]3[C:10]=2[C:5]([CH:6]=[CH:7][C:8]3=[O:29])=[CH:4][CH:3]=1.[ClH:30].CO. Product: [ClH:30].[NH2:21][CH:18]1[CH2:19][CH2:20][N:15]([CH2:14][CH:13]2[N:9]3[C:10]4[C:5]([CH:6]=[CH:7][C:8]3=[O:29])=[CH:4][CH:3]=[C:2]([F:1])[C:11]=4[CH2:12]2)[CH2:16][CH2:17]1. The catalyst class is: 269. (6) Reactant: [CH3:1][CH:2]([O:4][C:5]1[CH:10]=[CH:9][C:8]([C:11]2[O:15][N:14]=[C:13]([C:16]3[CH:21]=[CH:20][C:19]([CH2:22][N:23]4[CH:27]=[CH:26][C:25]([C:28]([O:30]C)=[O:29])=[N:24]4)=[CH:18][CH:17]=3)[N:12]=2)=[CH:7][C:6]=1[C:32]([F:35])([F:34])[F:33])[CH3:3].[OH-].[Na+:37]. Product: [CH3:3][CH:2]([O:4][C:5]1[CH:10]=[CH:9][C:8]([C:11]2[O:15][N:14]=[C:13]([C:16]3[CH:17]=[CH:18][C:19]([CH2:22][N:23]4[CH:27]=[CH:26][C:25]([C:28]([O-:30])=[O:29])=[N:24]4)=[CH:20][CH:21]=3)[N:12]=2)=[CH:7][C:6]=1[C:32]([F:34])([F:35])[F:33])[CH3:1].[Na+:37]. The catalyst class is: 8. (7) Reactant: [Cl:1][C:2]1[CH:15]=[CH:14][C:5]([O:6][CH2:7][CH2:8][CH2:9][C:10](OC)=O)=[CH:4][CH:3]=1.C(=O)(O)O.[NH2:20][NH:21][C:22]([NH2:24])=[NH:23]. The catalyst class is: 17. Product: [Cl:1][C:2]1[CH:15]=[CH:14][C:5]([O:6][CH2:7][CH2:8][CH2:9][C:10]2[N:23]=[C:22]([NH2:24])[NH:21][N:20]=2)=[CH:4][CH:3]=1. (8) Reactant: [N:1]1[CH:6]=[CH:5][CH:4]=[CH:3][C:2]=1[CH2:7][O:8][C:9]1[N:14]=[C:13]([NH:15][CH2:16][C:17]2[CH:22]=[CH:21][C:20]([O:23][CH3:24])=[C:19]([NH:25][CH3:26])[CH:18]=2)[C:12]([C:27]([C:29]2[CH:34]=[C:33]([O:35][CH3:36])[C:32]([O:37][CH3:38])=[C:31]([O:39][CH3:40])[CH:30]=2)=[O:28])=[CH:11][N:10]=1.[S:41](Cl)([CH3:44])(=[O:43])=[O:42].C(N(CC)CC)C.C(=O)([O-])O.[Na+]. Product: [N:1]1[CH:6]=[CH:5][CH:4]=[CH:3][C:2]=1[CH2:7][O:8][C:9]1[N:14]=[C:13]([NH:15][CH2:16][C:17]2[CH:22]=[CH:21][C:20]([O:23][CH3:24])=[C:19]([N:25]([S:41]([CH3:44])(=[O:43])=[O:42])[CH3:26])[CH:18]=2)[C:12]([C:27]([C:29]2[CH:30]=[C:31]([O:39][CH3:40])[C:32]([O:37][CH3:38])=[C:33]([O:35][CH3:36])[CH:34]=2)=[O:28])=[CH:11][N:10]=1. The catalyst class is: 124. (9) Reactant: Br[C:2]1[C:7](=[O:8])[NH:6][N:5]=[C:4]([CH2:9][N:10]2[C:15](=[O:16])[C:14]([O:17][C:18]3[CH:19]=[C:20]([CH:23]=[C:24]([Cl:26])[CH:25]=3)[C:21]#[N:22])=[C:13]([C:27]([F:30])([F:29])[F:28])[N:12]=[CH:11]2)[CH:3]=1.[CH3:31][NH:32][CH3:33]. Product: [Cl:26][C:24]1[CH:23]=[C:20]([CH:19]=[C:18]([O:17][C:14]2[C:15](=[O:16])[N:10]([CH2:9][C:4]3[CH:3]=[C:2]([N:32]([CH3:33])[CH3:31])[C:7](=[O:8])[NH:6][N:5]=3)[CH:11]=[N:12][C:13]=2[C:27]([F:30])([F:29])[F:28])[CH:25]=1)[C:21]#[N:22]. The catalyst class is: 37.